From a dataset of Full USPTO retrosynthesis dataset with 1.9M reactions from patents (1976-2016). Predict the reactants needed to synthesize the given product. (1) Given the product [CH3:12][C:9]1[CH:10]=[CH:11][C:6]([S:3]([OH:5])(=[O:4])=[O:2])=[CH:7][CH:8]=1, predict the reactants needed to synthesize it. The reactants are: C[O:2][S:3]([C:6]1[CH:11]=[CH:10][C:9]([CH3:12])=[CH:8][CH:7]=1)(=[O:5])=[O:4]. (2) Given the product [CH:23]([C:19]1[CH2:20][C@@H:21]2[C@H:15]([CH:14]=1)[C:16](=[O:18])[CH2:22]2)([CH2:25][CH3:26])[CH3:24], predict the reactants needed to synthesize it. The reactants are: C([O-])(=O)C.[K+].C(OC(=O)C)(=O)C.O[CH:14]([CH:19]([CH:23]([CH2:25][CH3:26])[CH3:24])[CH2:20][CH:21]=[CH2:22])[CH2:15][C:16]([OH:18])=O. (3) Given the product [C:1]([C:3]1[C:4]([N:18]2[CH2:23][CH2:22][N:21]([C:25]([NH:24][C:27]3[CH:32]=[CH:31][C:30]([O:33][C:34]4[CH:35]=[CH:36][CH:37]=[CH:38][CH:39]=4)=[CH:29][CH:28]=3)=[O:26])[CH2:20][CH2:19]2)=[N:5][C:6]([C:14]([F:15])([F:17])[F:16])=[C:7]([CH:13]=1)[C:8]([O:10][CH2:11][CH3:12])=[O:9])#[N:2], predict the reactants needed to synthesize it. The reactants are: [C:1]([C:3]1[C:4]([N:18]2[CH2:23][CH2:22][NH:21][CH2:20][CH2:19]2)=[N:5][C:6]([C:14]([F:17])([F:16])[F:15])=[C:7]([CH:13]=1)[C:8]([O:10][CH2:11][CH3:12])=[O:9])#[N:2].[N:24]([C:27]1[CH:32]=[CH:31][C:30]([O:33][C:34]2[CH:39]=[CH:38][CH:37]=[CH:36][CH:35]=2)=[CH:29][CH:28]=1)=[C:25]=[O:26]. (4) Given the product [CH3:42][O:41][C@@H:8]([C@@H:7]([N:5]([CH3:6])[C:3](=[O:4])[C@@H:2]([NH:1][C:59](=[O:60])[C:58]([NH:57][C:50](=[O:51])[O:52][C:53]([CH3:56])([CH3:55])[CH3:54])([CH3:63])[CH3:62])[CH:47]([CH3:48])[CH3:49])[C@@H:43]([CH3:46])[CH2:44][CH3:45])[CH2:9][C:10]([N:12]1[CH2:16][CH2:15][CH2:14][C@H:13]1[C@H:17]([O:39][CH3:40])[C@@H:18]([CH3:38])[C:19](=[O:37])[NH:20][S:21]([C:24]1[CH:25]=[CH:26][C:27]([NH:30][C:31](=[O:36])[C:32]([F:33])([F:35])[F:34])=[CH:28][CH:29]=1)(=[O:22])=[O:23])=[O:11], predict the reactants needed to synthesize it. The reactants are: [NH2:1][C@@H:2]([CH:47]([CH3:49])[CH3:48])[C:3]([N:5]([C@@H:7]([C@@H:43]([CH3:46])[CH2:44][CH3:45])[C@H:8]([O:41][CH3:42])[CH2:9][C:10]([N:12]1[CH2:16][CH2:15][CH2:14][C@H:13]1[C@H:17]([O:39][CH3:40])[C@@H:18]([CH3:38])[C:19](=[O:37])[NH:20][S:21]([C:24]1[CH:29]=[CH:28][C:27]([NH:30][C:31](=[O:36])[C:32]([F:35])([F:34])[F:33])=[CH:26][CH:25]=1)(=[O:23])=[O:22])=[O:11])[CH3:6])=[O:4].[C:50]([NH:57][C:58]([CH3:63])([CH3:62])[C:59](O)=[O:60])([O:52][C:53]([CH3:56])([CH3:55])[CH3:54])=[O:51]. (5) Given the product [CH3:17][C:16]([CH3:19])([CH3:18])[CH2:20][C:21]([N:9]1[CH2:8][CH2:7][C:6]2([C:4](=[O:5])[N:34]([C:31]3[CH:32]=[N:33][C:28]([O:27][CH2:26][C:25]([F:36])([F:24])[F:35])=[CH:29][CH:30]=3)[CH2:13][CH2:12]2)[CH2:11][CH2:10]1)=[O:22], predict the reactants needed to synthesize it. The reactants are: C(O[C:4]([C:6]1([CH2:12][CH2:13]OC)[CH2:11][CH2:10][NH:9][CH2:8][CH2:7]1)=[O:5])C.[C:16]([CH2:20][C:21](Cl)=[O:22])([CH3:19])([CH3:18])[CH3:17].[F:24][C:25]([F:36])([F:35])[CH2:26][O:27][C:28]1[N:33]=[CH:32][C:31]([NH2:34])=[CH:30][CH:29]=1. (6) Given the product [NH2:1][C:4]1[CH:5]=[CH:6][C:7]([C:8]([NH:10][CH2:11][CH2:12][CH3:13])=[O:9])=[CH:14][CH:15]=1, predict the reactants needed to synthesize it. The reactants are: [N+:1]([C:4]1[CH:15]=[CH:14][C:7]([C:8]([NH:10][CH2:11][CH2:12][CH3:13])=[O:9])=[CH:6][CH:5]=1)([O-])=O.CCO.[H][H]. (7) Given the product [C:1]([O:5][C:6](=[O:39])/[CH:7]=[CH:8]/[C:9]1[C:14](=[O:15])[N:13]2[CH:16]=[CH:17][C:18]([C:20]([NH:22][C:23]3[S:24][CH:25]=[C:26]([C:28]([CH3:30])([CH3:31])[CH3:29])[N:27]=3)=[O:21])=[CH:19][C:12]2=[N:11][C:10]=1[N:32]1[CH2:37][CH2:36][CH2:35][C@@H:34]([O:38][S:55]([OH:58])(=[O:57])=[O:56])[CH2:33]1)([CH3:2])([CH3:3])[CH3:4], predict the reactants needed to synthesize it. The reactants are: [C:1]([O:5][C:6](=[O:39])/[CH:7]=[CH:8]/[C:9]1[C:14](=[O:15])[N:13]2[CH:16]=[CH:17][C:18]([C:20]([NH:22][C:23]3[S:24][CH:25]=[C:26]([C:28]([CH3:31])([CH3:30])[CH3:29])[N:27]=3)=[O:21])=[CH:19][C:12]2=[N:11][C:10]=1[N:32]1[CH2:37][CH2:36][CH2:35][C@@H:34]([OH:38])[CH2:33]1)([CH3:4])([CH3:3])[CH3:2].C1(N=C=NC2CCCCC2)CCCCC1.[S:55](=O)(=[O:58])([OH:57])[OH:56].C(N(CC)CC)C.